Predict the reaction yield, written as a fraction of the theoretical maximum amount of product (1.0 means a 100% yield; for example, 0.34 means a 34% yield). From a dataset of Reaction yield outcomes from USPTO patents with 853,638 reactions. (1) The reactants are [CH3:1][C:2]1([CH3:40])[CH2:7][CH2:6][C:5]([C:8]2[CH:13]=[C:12]([CH:14]3[CH2:19][C:18](=[O:20])[NH:17][C:16](=[O:21])[CH2:15]3)[CH:11]=[CH:10][C:9]=2[NH:22][C:23]([C:25]2[N:26](COCC[Si](C)(C)C)[CH:27]=[C:28]([C:30]#[N:31])[N:29]=2)=[O:24])=[CH:4][CH2:3]1.CO.C(O)(C(F)(F)F)=O. The catalyst is C(Cl)Cl. The product is [CH3:1][C:2]1([CH3:40])[CH2:7][CH2:6][C:5]([C:8]2[CH:13]=[C:12]([CH:14]3[CH2:15][C:16](=[O:21])[NH:17][C:18](=[O:20])[CH2:19]3)[CH:11]=[CH:10][C:9]=2[NH:22][C:23]([C:25]2[NH:26][CH:27]=[C:28]([C:30]#[N:31])[N:29]=2)=[O:24])=[CH:4][CH2:3]1. The yield is 0.640. (2) The catalyst is C(Cl)(Cl)(Cl)Cl. The yield is 0.380. The product is [Br:33][CH:17]([C:14]1[CH:15]=[N:16][C:11]([C:8]2[CH:9]=[CH:10][C:5]([O:4][CH2:1][CH2:2][CH3:3])=[CH:6][C:7]=2[C:22]([F:24])([F:25])[F:23])=[N:12][CH:13]=1)[C:18]([O:20][CH3:21])=[O:19]. The reactants are [CH2:1]([O:4][C:5]1[CH:10]=[CH:9][C:8]([C:11]2[N:16]=[CH:15][C:14]([CH2:17][C:18]([O:20][CH3:21])=[O:19])=[CH:13][N:12]=2)=[C:7]([C:22]([F:25])([F:24])[F:23])[CH:6]=1)[CH2:2][CH3:3].C1C(=O)N([Br:33])C(=O)C1.CC(N=NC(C#N)(C)C)(C#N)C.